This data is from Reaction yield outcomes from USPTO patents with 853,638 reactions. The task is: Predict the reaction yield, written as a fraction of the theoretical maximum amount of product (1.0 means a 100% yield; for example, 0.34 means a 34% yield). (1) The reactants are [Cl:1][C:2]1[CH:7]=[CH:6][C:5]([NH:8][C:9]([C:11]2[O:12][CH:13]=[CH:14][CH:15]=2)=[O:10])=[C:4]([I:16])[CH:3]=1.[C:17](O[C:17]([O:19][C:20]([CH3:23])([CH3:22])[CH3:21])=[O:18])([O:19][C:20]([CH3:23])([CH3:22])[CH3:21])=[O:18]. The catalyst is CN(C)C1C=CN=CC=1.CN(C=O)C.O. The product is [Cl:1][C:2]1[CH:7]=[CH:6][C:5]([N:8]([C:9]([C:11]2[O:12][CH:13]=[CH:14][CH:15]=2)=[O:10])[C:17](=[O:18])[O:19][C:20]([CH3:23])([CH3:22])[CH3:21])=[C:4]([I:16])[CH:3]=1. The yield is 0.530. (2) The reactants are Cl.C([N:9]1[CH2:14][CH2:13][O:12][CH2:11][C@@H:10]1[CH2:15][OH:16])C1C=CC=CC=1.[OH-].[Na+].[C:27](O[C:27]([O:29][C:30]([CH3:33])([CH3:32])[CH3:31])=[O:28])([O:29][C:30]([CH3:33])([CH3:32])[CH3:31])=[O:28]. The yield is 1.00. The product is [C:30]([O:29][C:27]([N:9]1[CH2:14][CH2:13][O:12][CH2:11][C@H:10]1[CH2:15][OH:16])=[O:28])([CH3:31])([CH3:32])[CH3:33]. The catalyst is C(OCC)(=O)C. (3) The reactants are [F:1][C:2]1[CH:7]=[CH:6][C:5]([C:8]2[C:17]([N:18]3[C:27]4[C:22](=[CH:23][CH:24]=[CH:25][CH:26]=4)[CH2:21][CH2:20][CH2:19]3)=[N:16][C:15]3[C:10](=[CH:11][CH:12]=[C:13]([C:28]([O:30][CH3:31])=[O:29])[CH:14]=3)[N:9]=2)=[CH:4][CH:3]=1.C1C(=O)N([Br:39])C(=O)C1.O. The catalyst is CN(C)C=O. The product is [Br:39][C:24]1[CH:23]=[C:22]2[C:27](=[CH:26][CH:25]=1)[N:18]([C:17]1[C:8]([C:5]3[CH:6]=[CH:7][C:2]([F:1])=[CH:3][CH:4]=3)=[N:9][C:10]3[C:15]([N:16]=1)=[CH:14][C:13]([C:28]([O:30][CH3:31])=[O:29])=[CH:12][CH:11]=3)[CH2:19][CH2:20][CH2:21]2. The yield is 0.560. (4) The reactants are [CH3:1][NH:2][C:3]1[CH:4]=[CH:5][CH:6]=[C:7]2[C:11]=1[NH:10][C:9]([C:12]([O:14][CH2:15][CH3:16])=[O:13])=[CH:8]2.C(N(CC)CC)C.[C:24]1([C:29](Cl)=[O:30])[S:28][CH:27]=[CH:26][CH:25]=1. The yield is 0.870. The catalyst is O1CCCC1. The product is [CH3:1][N:2]([C:29]([C:24]1[S:28][CH:27]=[CH:26][CH:25]=1)=[O:30])[C:3]1[CH:4]=[CH:5][CH:6]=[C:7]2[C:11]=1[NH:10][C:9]([C:12]([O:14][CH2:15][CH3:16])=[O:13])=[CH:8]2. (5) The yield is 0.490. The catalyst is CN(C=O)C.C(Cl)Cl. The product is [CH2:1]([O:3][C:4](=[O:18])[CH2:5][C:6]1[C:14]2[C:9](=[CH:10][CH:11]=[C:12]([OH:15])[CH:13]=2)[N:8]([CH2:27][C:24]2[CH:25]=[CH:26][CH:21]=[CH:22][CH:23]=2)[C:7]=1[CH3:17])[CH3:2]. The reactants are [CH2:1]([O:3][C:4](=[O:18])[CH2:5][C:6]1[C:14]2[C:9](=[CH:10][CH:11]=[C:12]([O:15]C)[CH:13]=2)[NH:8][C:7]=1[CH3:17])[CH3:2].[H-].[Na+].[CH:21]1[CH:26]=[CH:25][C:24]([CH2:27]Br)=[CH:23][CH:22]=1.B(Br)(Br)Br. (6) The reactants are C([O:5][C:6](=[O:40])[CH:7]([NH:11][S:12]([C:15]1[CH:20]=[CH:19][C:18]([C:21]2[CH:26]=[CH:25][C:24]([O:27][C:28](=[O:39])[NH:29][C:30]3[C:31]4[CH:38]=[CH:37][CH:36]=[CH:35][C:32]=4[S:33][CH:34]=3)=[CH:23][CH:22]=2)=[CH:17][CH:16]=1)(=[O:14])=[O:13])[CH:8]([CH3:10])[CH3:9])(C)(C)C.C(O)(C(F)(F)F)=O. The catalyst is C(Cl)Cl. The product is [S:33]1[CH:34]=[C:30]([NH:29][C:28]([O:27][C:24]2[CH:25]=[CH:26][C:21]([C:18]3[CH:17]=[CH:16][C:15]([S:12]([NH:11][CH:7]([CH:8]([CH3:9])[CH3:10])[C:6]([OH:40])=[O:5])(=[O:14])=[O:13])=[CH:20][CH:19]=3)=[CH:22][CH:23]=2)=[O:39])[C:31]2[CH:38]=[CH:37][CH:36]=[CH:35][C:32]1=2. The yield is 0.660.